From a dataset of Forward reaction prediction with 1.9M reactions from USPTO patents (1976-2016). Predict the product of the given reaction. (1) Given the reactants [CH3:1][CH:2]([O:4][C:5]1[CH:6]=[C:7]([CH:17]=[C:18]([O:20]CC2C=CC=CC=2)[CH:19]=1)[C:8]([NH:10][C:11]1[S:15][N:14]=[C:13]([CH3:16])[N:12]=1)=[O:9])[CH3:3].C1(SC)C=CC=CC=1, predict the reaction product. The product is: [OH:20][C:18]1[CH:17]=[C:7]([CH:6]=[C:5]([O:4][CH:2]([CH3:3])[CH3:1])[CH:19]=1)[C:8]([NH:10][C:11]1[S:15][N:14]=[C:13]([CH3:16])[N:12]=1)=[O:9]. (2) Given the reactants C(N(CC)CC)C.[CH:8]([C:10]1[C:18]2[C:13](=[CH:14][CH:15]=[CH:16][CH:17]=2)[N:12](C(OC(C)(C)C)=O)[CH:11]=1)=[O:9].[CH3:26][O:27][C:28]1[CH:29]=[C:30]([CH:39]=[CH:40][CH:41]=1)[N:31]=[CH:32][C:33]1[CH:38]=[CH:37][CH:36]=[CH:35][N:34]=1, predict the reaction product. The product is: [NH:12]1[C:13]2[C:18](=[CH:17][CH:16]=[CH:15][CH:14]=2)[C:10]([C:8](=[O:9])[CH:32]([NH:31][C:30]2[CH:39]=[CH:40][CH:41]=[C:28]([O:27][CH3:26])[CH:29]=2)[C:33]2[CH:38]=[CH:37][CH:36]=[CH:35][N:34]=2)=[CH:11]1.